Dataset: Forward reaction prediction with 1.9M reactions from USPTO patents (1976-2016). Task: Predict the product of the given reaction. (1) Given the reactants [CH3:1][S:2](Cl)(=[O:4])=[O:3].Cl.[NH2:7][CH2:8][CH2:9][CH2:10][C:11]([O:13][CH2:14][CH3:15])=[O:12].CCN(CC)CC, predict the reaction product. The product is: [CH2:14]([O:13][C:11](=[O:12])[CH2:10][CH2:9][CH2:8][NH:7][S:2]([CH3:1])(=[O:4])=[O:3])[CH3:15]. (2) Given the reactants C([O-])([O-])=O.[K+].[K+].[C:7]1([C:13]2[O:17][N:16]=[C:15]([CH2:18]OS(C)(=O)=O)[CH:14]=2)[CH:12]=[CH:11][CH:10]=[CH:9][CH:8]=1.Cl.[NH2:25][CH2:26][C:27]([N:29]1[CH2:34][CH2:33][N:32]([C:35](=[O:46])[C:36]2[CH:41]=[CH:40][CH:39]=[CH:38][C:37]=2[C:42]([F:45])([F:44])[F:43])[CH2:31][CH2:30]1)=[O:28].O, predict the reaction product. The product is: [C:7]1([C:13]2[O:17][N:16]=[C:15]([CH2:18][NH:25][CH2:26][C:27]([N:29]3[CH2:30][CH2:31][N:32]([C:35](=[O:46])[C:36]4[CH:41]=[CH:40][CH:39]=[CH:38][C:37]=4[C:42]([F:45])([F:43])[F:44])[CH2:33][CH2:34]3)=[O:28])[CH:14]=2)[CH:8]=[CH:9][CH:10]=[CH:11][CH:12]=1. (3) The product is: [C:12]([O:15][CH2:9][C:2]1[CH:3]=[C:4]([CH3:8])[CH:5]=[C:6]([CH3:7])[N:1]=1)(=[O:14])[CH3:13]. Given the reactants [N:1]1[C:6]([CH3:7])=[CH:5][C:4]([CH3:8])=[CH:3][C:2]=1[CH3:9].OO.[C:12]([OH:15])(=[O:14])[CH3:13], predict the reaction product. (4) Given the reactants [CH:1]1([C:4]2[O:8][N:7]=[C:6]([CH:9]3[CH2:11][CH:10]3[C:12]3[CH:17]=[CH:16][CH:15]=[CH:14][CH:13]=3)[C:5]=2[C:18](O)=[O:19])[CH2:3][CH2:2]1.[H-].[Al+3].[Li+].[H-].[H-].[H-], predict the reaction product. The product is: [CH:1]1([C:4]2[O:8][N:7]=[C:6]([CH:9]3[CH2:11][CH:10]3[C:12]3[CH:13]=[CH:14][CH:15]=[CH:16][CH:17]=3)[C:5]=2[CH2:18][OH:19])[CH2:3][CH2:2]1. (5) Given the reactants [CH2:1]([O:4][C:5]1[C:14]2[C:9](=[CH:10][CH:11]=[CH:12][CH:13]=2)[C:8]([O:15][CH2:16][CH2:17][CH3:18])=[C:7]([C:19]([O:21]CC)=[O:20])[C:6]=1[C:24]([O:26]CC)=[O:25])[CH2:2][CH3:3].[OH-].[Na+], predict the reaction product. The product is: [CH2:1]([O:4][C:5]1[C:14]2[C:9](=[CH:10][CH:11]=[CH:12][CH:13]=2)[C:8]([O:15][CH2:16][CH2:17][CH3:18])=[C:7]([C:19]([OH:21])=[O:20])[C:6]=1[C:24]([OH:26])=[O:25])[CH2:2][CH3:3].